From a dataset of Forward reaction prediction with 1.9M reactions from USPTO patents (1976-2016). Predict the product of the given reaction. (1) Given the reactants CC1(C)C(C)(C)OB(C2C=CC(OC3C=C(C(F)(F)F)C=CN=3)=CC=2)O1.C(C(N[C:33]1[N:38]=[C:37](Cl)[N:36]=[C:35]([C:40]([NH2:42])=[O:41])[CH:34]=1)C)(=O)N.C([O-])([O-])=O.[Cs+].[Cs+].COCCOC, predict the reaction product. The product is: [N:38]1[CH:33]=[CH:34][C:35]([C:40]([NH2:42])=[O:41])=[N:36][CH:37]=1. (2) Given the reactants [NH2:1][C:2]1[C:10]([Br:11])=[CH:9][CH:8]=[CH:7][C:3]=1[C:4](O)=[O:5].CC(O)=O.[O:16]([C:18]#[N:19])[Na].[OH-].[Na+], predict the reaction product. The product is: [Br:11][C:10]1[CH:9]=[CH:8][CH:7]=[C:3]2[C:2]=1[N:1]=[C:18]([OH:16])[N:19]=[C:4]2[OH:5].